Dataset: Catalyst prediction with 721,799 reactions and 888 catalyst types from USPTO. Task: Predict which catalyst facilitates the given reaction. (1) Reactant: [C:1]([O:5][C:6](=[O:23])[N:7]([C:9]([C:15]1[CH:20]=[CH:19][C:18]([Cl:21])=[C:17]([Cl:22])[CH:16]=1)([CH2:13][OH:14])[CH2:10][CH:11]=[CH2:12])[CH3:8])([CH3:4])([CH3:3])[CH3:2].C(N(CC)CC)C.N1C=CC=CC=1.S(=O)(=O)=O. Product: [C:1]([O:5][C:6](=[O:23])[N:7]([C:9]([C:15]1[CH:20]=[CH:19][C:18]([Cl:21])=[C:17]([Cl:22])[CH:16]=1)([CH:13]=[O:14])[CH2:10][CH:11]=[CH2:12])[CH3:8])([CH3:2])([CH3:3])[CH3:4]. The catalyst class is: 16. (2) Reactant: [CH3:1][C:2]([CH:4]=O)=O.[Br:6][C:7]1[CH:12]=[CH:11][C:10]([Br:13])=[C:9]([NH2:14])[C:8]=1[NH2:15]. Product: [Br:6][C:7]1[CH:12]=[CH:11][C:10]([Br:13])=[C:9]2[C:8]=1[N:15]=[CH:1][C:2]([CH3:4])=[N:14]2. The catalyst class is: 14.